This data is from Reaction yield outcomes from USPTO patents with 853,638 reactions. The task is: Predict the reaction yield, written as a fraction of the theoretical maximum amount of product (1.0 means a 100% yield; for example, 0.34 means a 34% yield). (1) The reactants are Cl[C:2]1[N:7]=[C:6]([Cl:8])[N:5]=[C:4]([N:9]2[CH2:14][CH2:13][O:12][CH2:11][CH2:10]2)[N:3]=1.[OH:15][CH:16]1[CH2:21][CH2:20][N:19]([C:22]([O:24][C:25]([CH3:28])([CH3:27])[CH3:26])=[O:23])[CH2:18][CH2:17]1.[H-].[Na+].C(Cl)Cl.CCOC(C)=O. The catalyst is C1COCC1. The product is [Cl:8][C:6]1[N:5]=[C:4]([N:9]2[CH2:14][CH2:13][O:12][CH2:11][CH2:10]2)[N:3]=[C:2]([O:15][CH:16]2[CH2:17][CH2:18][N:19]([C:22]([O:24][C:25]([CH3:28])([CH3:27])[CH3:26])=[O:23])[CH2:20][CH2:21]2)[N:7]=1. The yield is 0.810. (2) The reactants are CC(C)[N:3]=C=NC(C)C.[CH3:10][C:11]1[C:16]([NH:17][C:18]([C:20]2[S:24][C:23]([NH:25][C:26]3[CH:27]=[C:28]([N:33]4[CH2:38][CH2:37][N:36]([CH2:39][CH2:40][OH:41])[CH2:35][CH2:34]4)[N:29]=[C:30]([CH3:32])[N:31]=3)=[N:22][CH:21]=2)=[O:19])=[C:15]([Cl:42])[CH:14]=[CH:13][CH:12]=1.[NH:43](C(OC(C)(C)C)=O)[C@H:44]([C:48]([OH:50])=O)[CH:45]([CH3:47])[CH3:46].C1(C)C=CC(S([O-])(=O)=O)=CC=1.CN(C)C1C=C[NH+]=CC=1. The catalyst is C(Cl)Cl.CN(C=O)C. The product is [CH3:10][C:11]1[C:16]([NH:17][C:18]([C:20]2[S:24][C:23]([NH:25][C:26]3[CH:27]=[C:28]([N:33]4[CH2:38][CH2:37][N:36]([CH2:39][CH2:40][OH:41])[CH2:35][CH2:34]4)[N:29]=[C:30]([CH3:32])[N:31]=3)=[N:22][CH:21]=2)=[O:19])=[C:15]([Cl:42])[CH:14]=[CH:13][CH:12]=1.[NH2:43][C@H:44]([C:48]([NH2:3])=[O:50])[CH:45]([CH3:47])[CH3:46]. The yield is 0.680. (3) The reactants are [Br:1][C:2]1[CH:7]=[CH:6][C:5]([S:8](Cl)(=[O:10])=[O:9])=[C:4]([O:12][C:13]([F:16])([F:15])[F:14])[CH:3]=1.[CH2:17]([NH2:20])[CH2:18][CH3:19]. The catalyst is ClCCl. The product is [Br:1][C:2]1[CH:7]=[CH:6][C:5]([S:8]([NH:20][CH2:17][CH2:18][CH3:19])(=[O:10])=[O:9])=[C:4]([O:12][C:13]([F:16])([F:15])[F:14])[CH:3]=1. The yield is 0.910. (4) The reactants are Br[C:2]1[CH:7]=[CH:6][C:5]([C:8]2[N:12]([C:13]3[CH:14]=[CH:15][C:16]([S:19]([NH2:22])(=[O:21])=[O:20])=[N:17][CH:18]=3)[N:11]=[C:10]([C:23]([F:26])([F:25])[F:24])[C:9]=2[CH2:27][CH3:28])=[CH:4][C:3]=1[F:29].C([Sn](CCCC)(CCCC)[C:35]1[N:36]=[CH:37][S:38][CH:39]=1)CCC.[Cl-].[Li+]. The catalyst is O1CCOCC1.C(OCC)(=O)C.C1C=CC([P]([Pd]([P](C2C=CC=CC=2)(C2C=CC=CC=2)C2C=CC=CC=2)([P](C2C=CC=CC=2)(C2C=CC=CC=2)C2C=CC=CC=2)[P](C2C=CC=CC=2)(C2C=CC=CC=2)C2C=CC=CC=2)(C2C=CC=CC=2)C2C=CC=CC=2)=CC=1. The product is [CH2:27]([C:9]1[C:10]([C:23]([F:26])([F:25])[F:24])=[N:11][N:12]([C:13]2[CH:14]=[CH:15][C:16]([S:19]([NH2:22])(=[O:21])=[O:20])=[N:17][CH:18]=2)[C:8]=1[C:5]1[CH:6]=[CH:7][C:2]([C:35]2[N:36]=[CH:37][S:38][CH:39]=2)=[C:3]([F:29])[CH:4]=1)[CH3:28]. The yield is 0.771. (5) The reactants are [CH3:1][C:2]([O:5][C:6]([NH:8][C@@H:9]([C:13]([OH:15])=O)[CH:10]1[CH2:12][CH2:11]1)=[O:7])([CH3:4])[CH3:3].Cl.[NH:17]1[CH2:20][CH:19]([C:21]#[N:22])[CH2:18]1.C(N(CC)C(C)C)(C)C.CN(C(ON1N=NC2C=CC=NC1=2)=[N+](C)C)C.F[P-](F)(F)(F)(F)F. The catalyst is CN(C=O)C. The product is [C:2]([O:5][C:6](=[O:7])[NH:8][C@H:9]([CH:10]1[CH2:11][CH2:12]1)[C:13]([N:17]1[CH2:20][CH:19]([C:21]#[N:22])[CH2:18]1)=[O:15])([CH3:1])([CH3:3])[CH3:4]. The yield is 0.590. (6) The reactants are [N:1]([CH:4]([C:8]1[CH:9]=[N:10][CH:11]=[CH:12][C:13]=1[C:14]([F:17])([F:16])[F:15])[CH:5]([CH3:7])[CH3:6])=[N+]=[N-].[CH3:18]P(C)C.C=O.[BH4-].[Na+].C(=O)([O-])O.[Na+]. The catalyst is C(O)C.O1CCCC1.ClCCl. The product is [CH3:18][NH:1][CH:4]([C:8]1[CH:9]=[N:10][CH:11]=[CH:12][C:13]=1[C:14]([F:17])([F:16])[F:15])[CH:5]([CH3:7])[CH3:6]. The yield is 0.490.